Dataset: Peptide-MHC class I binding affinity with 185,985 pairs from IEDB/IMGT. Task: Regression. Given a peptide amino acid sequence and an MHC pseudo amino acid sequence, predict their binding affinity value. This is MHC class I binding data. (1) The peptide sequence is TLTRGQNTV. The MHC is HLA-A02:11 with pseudo-sequence HLA-A02:11. The binding affinity (normalized) is 0.0847. (2) The peptide sequence is RRYNIIPVL. The MHC is HLA-B27:05 with pseudo-sequence HLA-B27:05. The binding affinity (normalized) is 0.809. (3) The peptide sequence is AVHGYYIGY. The MHC is HLA-B15:01 with pseudo-sequence HLA-B15:01. The binding affinity (normalized) is 0.513. (4) The peptide sequence is YSDRQGKTPL. The MHC is H-2-Db with pseudo-sequence H-2-Db. The binding affinity (normalized) is 0.246.